The task is: Predict the reaction yield, written as a fraction of the theoretical maximum amount of product (1.0 means a 100% yield; for example, 0.34 means a 34% yield).. This data is from Reaction yield outcomes from USPTO patents with 853,638 reactions. The catalyst is C(Cl)Cl. The yield is 0.710. The product is [Cl:21][C:22]1[CH:23]=[C:24]([NH:29][C:30]([NH:13][C:10]2[CH:11]=[CH:12][C:7]([O:6][CH2:5][CH2:4][CH2:3][N:2]([CH3:1])[CH3:20])=[C:8]([C:14]3[N:15]([CH3:19])[N:16]=[CH:17][CH:18]=3)[CH:9]=2)=[O:31])[CH:25]=[CH:26][C:27]=1[F:28]. The reactants are [CH3:1][N:2]([CH3:20])[CH2:3][CH2:4][CH2:5][O:6][C:7]1[CH:12]=[CH:11][C:10]([NH2:13])=[CH:9][C:8]=1[C:14]1[N:15]([CH3:19])[N:16]=[CH:17][CH:18]=1.[Cl:21][C:22]1[CH:23]=[C:24]([N:29]=[C:30]=[O:31])[CH:25]=[CH:26][C:27]=1[F:28].